Task: Predict the product of the given reaction.. Dataset: Forward reaction prediction with 1.9M reactions from USPTO patents (1976-2016) (1) Given the reactants [Si:1]([O:8][C@H:9]1[CH2:18][C:17]([CH3:20])([CH3:19])[CH2:16][C:15]2[N:14]=[C:13]([CH:21]([CH3:23])[CH3:22])[C:12]([C:24]([O:26][CH2:27][CH3:28])=[O:25])=[C:11](I)[C:10]1=2)([C:4]([CH3:7])([CH3:6])[CH3:5])([CH3:3])[CH3:2].[O:30]1[CH2:35][CH:34]=[C:33](B2OC(C)(C)C(C)(C)O2)[CH2:32][CH2:31]1, predict the reaction product. The product is: [Si:1]([O:8][C@H:9]1[CH2:18][C:17]([CH3:20])([CH3:19])[CH2:16][C:15]2[N:14]=[C:13]([CH:21]([CH3:23])[CH3:22])[C:12]([C:24]([O:26][CH2:27][CH3:28])=[O:25])=[C:11]([C:33]3[CH2:34][CH2:35][O:30][CH2:31][CH:32]=3)[C:10]1=2)([C:4]([CH3:7])([CH3:6])[CH3:5])([CH3:3])[CH3:2]. (2) Given the reactants CN(C=O)C.[C:6]1([S:12]([N:15]2[C:23]3[C:18](=[CH:19][C:20]([F:24])=[CH:21][CH:22]=3)[CH:17]=[C:16]2[C:25]2[CH:26]=[C:27]([CH:31]([C:33]3[CH:38]=[C:37]([O:39][CH3:40])[C:36]([O:41][CH3:42])=[C:35]([O:43][CH3:44])[CH:34]=3)[OH:32])[CH:28]=[CH:29][CH:30]=2)(=[O:14])=[O:13])[CH:11]=[CH:10][CH:9]=[CH:8][CH:7]=1.C1C=C[NH+]=CC=1.C1C=C[NH+]=CC=1.[O-][Cr](O[Cr]([O-])(=O)=O)(=O)=O, predict the reaction product. The product is: [C:6]1([S:12]([N:15]2[C:23]3[C:18](=[CH:19][C:20]([F:24])=[CH:21][CH:22]=3)[CH:17]=[C:16]2[C:25]2[CH:26]=[C:27]([C:31]([C:33]3[CH:38]=[C:37]([O:39][CH3:40])[C:36]([O:41][CH3:42])=[C:35]([O:43][CH3:44])[CH:34]=3)=[O:32])[CH:28]=[CH:29][CH:30]=2)(=[O:14])=[O:13])[CH:11]=[CH:10][CH:9]=[CH:8][CH:7]=1. (3) Given the reactants [NH2:1][C:2]1[N:7]=[C:6]([C:8]2[O:9][CH:10]=[CH:11][CH:12]=2)[C:5]([C:13]#[N:14])=[C:4](S(C)(=O)=O)[N:3]=1.[CH3:19][N:20]([CH3:24])[CH2:21][CH2:22][NH2:23], predict the reaction product. The product is: [NH2:1][C:2]1[N:3]=[C:4]([NH:23][CH2:22][CH2:21][N:20]([CH3:24])[CH3:19])[C:5]([C:13]#[N:14])=[C:6]([C:8]2[O:9][CH:10]=[CH:11][CH:12]=2)[N:7]=1. (4) Given the reactants Br[C:2]1[CH:11]=[C:10]2[C:5]([CH:6]=[CH:7][C:8]([C:12]([NH:14][C:15]3[CH:16]=[N:17][CH:18]=[CH:19][C:20]=3[N:21]3[CH2:26][C@H:25]([CH3:27])[C@@H:24]([O:28][Si:29]([C:32]([CH3:35])([CH3:34])[CH3:33])([CH3:31])[CH3:30])[C@H:23]([NH:36][C:37](=[O:43])[O:38][C:39]([CH3:42])([CH3:41])[CH3:40])[CH2:22]3)=[O:13])=[N:9]2)=[CH:4][CH:3]=1.[O:44]1[CH2:49][CH2:48][CH:47]([O:50][C:51]2[N:56]=[CH:55][C:54](B(O)O)=[CH:53][CH:52]=2)[CH2:46][CH2:45]1.CCN(C(C)C)C(C)C.N#N, predict the reaction product. The product is: [Si:29]([O:28][C@@H:24]1[C@@H:25]([CH3:27])[CH2:26][N:21]([C:20]2[CH:19]=[CH:18][N:17]=[CH:16][C:15]=2[NH:14][C:12]([C:8]2[CH:7]=[CH:6][C:5]3[C:10](=[CH:11][C:2]([C:54]4[CH:55]=[N:56][C:51]([O:50][CH:47]5[CH2:48][CH2:49][O:44][CH2:45][CH2:46]5)=[CH:52][CH:53]=4)=[CH:3][CH:4]=3)[N:9]=2)=[O:13])[CH2:22][C@H:23]1[NH:36][C:37](=[O:43])[O:38][C:39]([CH3:40])([CH3:42])[CH3:41])([C:32]([CH3:35])([CH3:33])[CH3:34])([CH3:31])[CH3:30]. (5) The product is: [CH3:18][N:19]1[CH:23]=[CH:22][C:21]([C:4]2[N:3]=[C:2]([NH2:1])[C:7]([N+:8]([O-:10])=[O:9])=[CH:6][CH:5]=2)=[N:20]1. Given the reactants [NH2:1][C:2]1[C:7]([N+:8]([O-:10])=[O:9])=[CH:6][CH:5]=[C:4](Cl)[N:3]=1.C([O-])([O-])=O.[Na+].[Na+].[CH3:18][N:19]1[CH:23]=[CH:22][C:21](B2OC(C)(C)C(C)(C)O2)=[N:20]1, predict the reaction product. (6) Given the reactants C([Li])CCC.C(NC(C)C)(C)C.[CH3:13][S:14][C:15]1[C:16]2[CH:23]=[CH:22][S:21][C:17]=2[N:18]=[CH:19][N:20]=1.[I:24]I.[NH4+].[Cl-], predict the reaction product. The product is: [CH3:13][S:14][C:15]1[C:16]2[CH:23]=[C:22]([I:24])[S:21][C:17]=2[N:18]=[CH:19][N:20]=1. (7) Given the reactants N[C:2]1[N:7]=[C:6]([S:8][CH2:9][C:10]2[CH:15]=[CH:14][N:13]=[C:12]([C:16]([NH:18][CH3:19])=[O:17])[CH:11]=2)[C:5]([C:20]#[N:21])=[C:4]([C:22]2[CH:27]=[CH:26][C:25]([F:28])=[C:24]([F:29])[CH:23]=2)[C:3]=1[C:30]#[N:31].N(OCCC(C)C)=O.[ClH:40], predict the reaction product. The product is: [Cl:40][C:2]1[N:7]=[C:6]([S:8][CH2:9][C:10]2[CH:15]=[CH:14][N:13]=[C:12]([C:16]([NH:18][CH3:19])=[O:17])[CH:11]=2)[C:5]([C:20]#[N:21])=[C:4]([C:22]2[CH:27]=[CH:26][C:25]([F:28])=[C:24]([F:29])[CH:23]=2)[C:3]=1[C:30]#[N:31]. (8) Given the reactants C([O:3][C:4]([C:6]1[CH:7]=[N:8][N:9]([C:11]2[N:19]=[C:18]3[C:14]([N:15]=[CH:16][N:17]3[C@@H:20]3[CH2:24][C@H:23]([NH:25][C:26](=[O:29])[CH2:27][CH3:28])[C@@H:22]([OH:30])[C@H:21]3[OH:31])=[C:13]([NH:32][CH:33]([C:42]3[CH:47]=[CH:46][C:45]([O:48][CH3:49])=[CH:44][CH:43]=3)[C:34]3[CH:39]=[CH:38][C:37]([O:40][CH3:41])=[CH:36][CH:35]=3)[N:12]=2)[CH:10]=1)=O)C.[CH3:50][NH2:51], predict the reaction product. The product is: [CH3:50][NH:51][C:4]([C:6]1[CH:7]=[N:8][N:9]([C:11]2[N:19]=[C:18]3[C:14]([N:15]=[CH:16][N:17]3[C@@H:20]3[CH2:24][C@H:23]([NH:25][C:26](=[O:29])[CH2:27][CH3:28])[C@@H:22]([OH:30])[C@H:21]3[OH:31])=[C:13]([NH:32][CH:33]([C:42]3[CH:43]=[CH:44][C:45]([O:48][CH3:49])=[CH:46][CH:47]=3)[C:34]3[CH:39]=[CH:38][C:37]([O:40][CH3:41])=[CH:36][CH:35]=3)[N:12]=2)[CH:10]=1)=[O:3].